From a dataset of Reaction yield outcomes from USPTO patents with 853,638 reactions. Predict the reaction yield, written as a fraction of the theoretical maximum amount of product (1.0 means a 100% yield; for example, 0.34 means a 34% yield). (1) The reactants are C(OC([N:6]1[CH:10]=[C:9]([C:11]2[C:12]3[CH:19]=[CH:18][N:17]([CH2:20][O:21][CH2:22][CH2:23][Si:24]([CH3:27])([CH3:26])[CH3:25])[C:13]=3[N:14]=[CH:15][N:16]=2)[CH:8]=[N:7]1)C)C.Cl.[OH-].[Na+]. The catalyst is C1COCC1.O. The product is [NH:6]1[CH:10]=[C:9]([C:11]2[C:12]3[CH:19]=[CH:18][N:17]([CH2:20][O:21][CH2:22][CH2:23][Si:24]([CH3:27])([CH3:26])[CH3:25])[C:13]=3[N:14]=[CH:15][N:16]=2)[CH:8]=[N:7]1. The yield is 0.739. (2) The reactants are C1CCN2C(=NCCC2)CC1.[Br:12][C:13]1[CH:18]=[CH:17][C:16]([NH:19][C:20]2[C:21]([C:29]3[N:33](CCC#N)[N:32]=[N:31][N:30]=3)=[CH:22][N:23]([CH3:28])[C:24](=[O:27])[C:25]=2[CH3:26])=[C:15]([F:38])[CH:14]=1. The catalyst is C(Cl)Cl.C(OCC)(=O)C. The product is [Br:12][C:13]1[CH:18]=[CH:17][C:16]([NH:19][C:20]2[C:21]([C:29]3[NH:33][N:32]=[N:31][N:30]=3)=[CH:22][N:23]([CH3:28])[C:24](=[O:27])[C:25]=2[CH3:26])=[C:15]([F:38])[CH:14]=1. The yield is 0.770. (3) The reactants are C[O:2][C:3]([CH:5]1[CH2:9][CH2:8][N:7]([CH2:10][CH2:11][N:12]2[C:21]3[C:16]([C:17](=[O:23])[NH:18][C:19](=[O:22])[N:20]=3)=[N:15][C:14]3[CH:24]=[C:25]([CH3:29])[C:26]([CH3:28])=[CH:27][C:13]2=3)[CH2:6]1)=[O:4].COC(C1CCNC1)=O.C1COCC1.[OH-].[Li+]. The catalyst is Cl.O. The yield is 0.790. The product is [CH3:29][C:25]1[C:26]([CH3:28])=[CH:27][C:13]2[N:12]([CH2:11][CH2:10][N:7]3[CH2:8][CH2:9][CH:5]([C:3]([OH:4])=[O:2])[CH2:6]3)[C:21]3[C:16]([C:17](=[O:23])[NH:18][C:19](=[O:22])[N:20]=3)=[N:15][C:14]=2[CH:24]=1. (4) The reactants are [F:1][C:2]1[CH:7]=[CH:6][C:5]([CH:8]2[CH2:13][CH2:12][CH2:11][NH:10][CH2:9]2)=[CH:4][CH:3]=1.[CH:14]([C:16]1[CH:31]=[CH:30][C:19]([O:20][C:21]2[CH:29]=[CH:28][C:24]([C:25]([NH2:27])=[O:26])=[CH:23][N:22]=2)=[CH:18][CH:17]=1)=O.C(O[BH-](OC(=O)C)OC(=O)C)(=O)C.[Na+].C(O)(=O)C.[Cl:50]CCCl. The catalyst is CO.C(Cl)Cl. The product is [ClH:50].[F:1][C:2]1[CH:3]=[CH:4][C:5]([CH:8]2[CH2:13][CH2:12][CH2:11][N:10]([CH2:14][C:16]3[CH:31]=[CH:30][C:19]([O:20][C:21]4[CH:29]=[CH:28][C:24]([C:25]([NH2:27])=[O:26])=[CH:23][N:22]=4)=[CH:18][CH:17]=3)[CH2:9]2)=[CH:6][CH:7]=1. The yield is 0.510. (5) The reactants are [Cl-].O[NH3+:3].[C:4](=[O:7])([O-])[OH:5].[Na+].[Si]([O:16][CH:17]([C:19]1[CH:24]=[CH:23][C:22]([N:25]2[C:30](=[O:31])[C:29]([CH2:32][C:33]3[CH:38]=[CH:37][C:36]([C:39]4[C:40]([C:45]#[N:46])=[CH:41][CH:42]=[CH:43][CH:44]=4)=[CH:35][CH:34]=3)=[C:28]([CH2:47][CH2:48][CH3:49])[N:27]3[N:50]=[CH:51][N:52]=[C:26]23)=[CH:21][CH:20]=1)[CH3:18])(C(C)(C)C)(C)C. The catalyst is CS(C)=O. The product is [OH:16][CH:17]([C:19]1[CH:24]=[CH:23][C:22]([N:25]2[C:30](=[O:31])[C:29]([CH2:32][C:33]3[CH:34]=[CH:35][C:36]([C:39]4[CH:44]=[CH:43][CH:42]=[CH:41][C:40]=4[C:45]4[NH:46][C:4](=[O:7])[O:5][N:3]=4)=[CH:37][CH:38]=3)=[C:28]([CH2:47][CH2:48][CH3:49])[N:27]3[N:50]=[CH:51][N:52]=[C:26]23)=[CH:21][CH:20]=1)[CH3:18]. The yield is 0.440. (6) The reactants are [F:1][C:2]1[CH:7]=[C:6]([C:8]([F:11])([F:10])[F:9])[CH:5]=[CH:4][C:3]=1[C:12]1[C:21]2[CH2:20][CH2:19][CH2:18][CH:17]([CH2:22][C:23]([NH:25][CH3:26])=[O:24])[C:16]=2[CH:15]=[N:14][CH:13]=1.[CH:27]1(CN)[CH2:29][CH2:28]1. No catalyst specified. The product is [CH:27]1([CH2:26][NH:25][C:23](=[O:24])[CH2:22][CH:17]2[C:16]3[CH:15]=[N:14][CH:13]=[C:12]([C:3]4[CH:4]=[CH:5][C:6]([C:8]([F:9])([F:11])[F:10])=[CH:7][C:2]=4[F:1])[C:21]=3[CH2:20][CH2:19][CH2:18]2)[CH2:29][CH2:28]1. The yield is 0.890.